This data is from Experimentally validated miRNA-target interactions with 360,000+ pairs, plus equal number of negative samples. The task is: Binary Classification. Given a miRNA mature sequence and a target amino acid sequence, predict their likelihood of interaction. (1) The miRNA is hsa-miR-6781-5p with sequence CGGGCCGGAGGUCAAGGGCGU. The protein sequence of the target gene is MSDSPAGSNPRTPESSGSGSGGGGKRPAVPAAVSLLPPADPLRQANRLPIRVLKMLSAHTGHLLHPEYLQPLSSTPVSPIELDAKKSPLALLAQTCSQIGKPDPPPSSKLNSVAAAANGLGAEKDPGRSAPGAASAAAALKQLGDSPAEDKSSFKPYSKGSGGGDSRKDSGSSSVSSTSSSSSSSPGDKAGFRVPSAACPPFPPHGAPVSASSSSSSPGGSRGGSPHHSDCKNGGGVGGGELDKKDQEPKPSPEPAAVSRGGGGEPGAHGGAESGASGRKSEPPSALVGAGHVAPVSPYK.... Result: 1 (interaction). (2) The miRNA is hsa-miR-2115-3p with sequence CAUCAGAAUUCAUGGAGGCUAG. The protein sequence of the target gene is MQSRLLLLGAPGGLGDVASRRVRLLLRQVLRGRPGGDQQRLEVRLLHSGATDSGETVSIGDVSYKLKTPKNPELVPQNYISDSPAQSIVQHLRWLMQKDLLGQDVFLIGPPGPLRRSVAMQYLELTKREVEYIALSRDTTETDLKQRREIRAGTAFYIDQCAVRAATEGRTLVLEGLEKAERNVLPVLNNLLENREMQLEDGRFLMSAERYDKLLQDHTKEELDAWKIVRVSENFRVIALGLPVPRYSGNPLDPPLRSRFQARDIYFLPFQDQLKLLYSVGANVSAEKISQLLSFATTLC.... Result: 0 (no interaction). (3) The miRNA is mmu-miR-370-3p with sequence GCCUGCUGGGGUGGAACCUGGU. The protein sequence of the target gene is MRAVLEAADIAVVALYFILVMCIGFFAMWKSNRSTVSGYFLAGRSMTWVAIGASLFVSNIGSEHFIGLAGSGAASGFAVGAWEFNALLLLQLLGWVFIPIYIRSGVYTMPEYLSKRFGGHRIQVYFAALSLLLYIFTKLSVDLYSGALFIQESLGWNLYVSVILLIGMTALLTVTGGLVAVIYTDTLQALLMIIGALTLMVISMVKIGGFEEVKRRYMLASPDVASILLKYNLSNTNACMVHPKANALKMLRDPTDEDVPWPGFILGQTPASVWYWCADQVIVQRVLAAKNIAHAKGSTL.... Result: 1 (interaction). (4) The miRNA is hsa-miR-3942-5p with sequence AAGCAAUACUGUUACCUGAAAU. The protein sequence of the target gene is MVFLKFFCMSFFCHLCQGYFDGPLYPEMSNGTLHHYFVPDGDYEENDDPEKCQLLFRVSDHRRCSQGEGSQVGSLLSLTLREEFTVLGRQVEDAGRVLEGISKSISYDLDGEESYGKYLRRESHQIGDAYSNSDKSLTELESKFKQGQEQDSRQESRLNEDFLGMLVHTRSLLKETLDISVGLRDKYELLALTIRSHGTRLGRLKNDYLKV. Result: 0 (no interaction). (5) The miRNA is hsa-miR-890 with sequence UACUUGGAAAGGCAUCAGUUG. The protein sequence of the target gene is MNALLEQKEQQERLREAAALGDIREVQKLVESGVDVNSQNEVNGWTCLHWACKRNHGQVVSYLLKSGADKEILTTKGEMPVQLTSRREIRKIMGVEEEDDDDDDDDNLPQLKKESELPFVPNYLANPAFPFIYTPTAEDSAQMQNGGPSTPPASPPADGSPPLLPPGEPPLLGTFPRDHTSLALVQNGDVSAPSAILRTPESTKPGPVCQPPVSQSRSLFSSVPSKPPMSLEPQNGTYAGPAPAFQPFFFTGAFPFNMQELVLKVRIQNPSLRENDFIEIELDRQELTYQELLRVCCCEL.... Result: 1 (interaction). (6) The protein sequence of the target gene is MSDKMSSFLHIGDICSLYAEGSTNGFISTLGLVDDRCVVQPETGDLNNPPKKFRDCLFKLCPMNRYSAQKQFWKAAKPGANSTTDAVLLNKLHHAADLEKKQNETENRKLLGTVIQYGNVIQLLHLKSNKYLTVNKRLPALLEKNAMRVTLDEAGNEGSWFYIQPFYKLRSIGDSVVIGDKVVLNPVNAGQPLHASSHQLVDNPGCNEVNSVNCNTSWKIVLFMKWSDNKDDILKGGDVVRLFHAEQEKFLTCDEHRKKQHVFLRTTGRQSATSATSSKALWEVEVVQHDPCRGGAGYWN.... The miRNA is hsa-miR-6516-3p with sequence AUCAUGUAUGAUACUGCAAACA. Result: 0 (no interaction).